Dataset: Forward reaction prediction with 1.9M reactions from USPTO patents (1976-2016). Task: Predict the product of the given reaction. (1) Given the reactants [Br:1][C:2]1[CH:7]=[CH:6][C:5]([CH2:8][C:9]#[N:10])=[CH:4][CH:3]=1.[OH-].[Na+].Cl[CH2:14][CH2:15][O:16][CH2:17][CH2:18]Cl, predict the reaction product. The product is: [Br:1][C:2]1[CH:7]=[CH:6][C:5]([C:8]2([C:9]#[N:10])[CH2:18][CH2:17][O:16][CH2:15][CH2:14]2)=[CH:4][CH:3]=1. (2) Given the reactants [CH3:1][O:2][C:3]1[C:4]([CH3:16])=[C:5]2[C:9](=[CH:10][CH:11]=1)/[C:8](=[CH:12]/[C:13]([OH:15])=[O:14])/[CH2:7][CH2:6]2.[CH2:17](N(CC)CC)C.[Si](C=[N+]=[N-])(C)(C)C, predict the reaction product. The product is: [CH3:1][O:2][C:3]1[C:4]([CH3:16])=[C:5]2[C:9](=[CH:10][CH:11]=1)[C@@H:8]([CH2:12][C:13]([O:15][CH3:17])=[O:14])[CH2:7][CH2:6]2. (3) Given the reactants [OH:1][CH2:2][C:3]1[CH:4]=[C:5]([S:9][C:10]2[CH:11]=[N:12][CH:13]=[C:14]([CH:17]=2)[C:15]#[N:16])[CH:6]=[CH:7][CH:8]=1.[CH2:18]([C:20]1[C:21]([OH:30])=[C:22]([C:27](=[O:29])[CH3:28])[CH:23]=[CH:24][C:25]=1O)[CH3:19], predict the reaction product. The product is: [C:27]([C:22]1[CH:23]=[CH:24][C:25]([O:1][CH2:2][C:3]2[CH:4]=[C:5]([S:9][C:10]3[CH:11]=[N:12][CH:13]=[C:14]([CH:17]=3)[C:15]#[N:16])[CH:6]=[CH:7][CH:8]=2)=[C:20]([CH2:18][CH3:19])[C:21]=1[OH:30])(=[O:29])[CH3:28]. (4) Given the reactants [F:1][C:2]1[CH:3]=[C:4]([CH:7]=[CH:8][C:9]=1[CH2:10][OH:11])[C:5]#[N:6], predict the reaction product. The product is: [F:1][C:2]1[CH:3]=[C:4]([CH:7]=[CH:8][C:9]=1[CH:10]=[O:11])[C:5]#[N:6]. (5) Given the reactants [CH3:1][C:2]1[CH:6]=[CH:5][S:4][C:3]=1[CH:7]=O.[NH2:9][C:10]1[CH:14]=[CH:13][NH:12][N:11]=1.O=[C:16]([CH2:23][CH2:24][CH3:25])[CH2:17][C:18]([O:20][CH2:21][CH3:22])=[O:19], predict the reaction product. The product is: [CH3:1][C:2]1[CH:6]=[CH:5][S:4][C:3]=1[CH:7]1[C:17]([C:18]([O:20][CH2:21][CH3:22])=[O:19])=[C:16]([CH2:23][CH2:24][CH3:25])[NH:9][C:10]2=[N:11][NH:12][CH:13]=[C:14]12. (6) Given the reactants [OH:1][C@@H:2]1[CH2:6][CH2:5][O:4][CH2:3]1.[H-].[Na+].Cl[C:10]1[C:11]2[N:23]=[C:22]([Cl:24])[CH:21]=[CH:20][C:12]=2[N:13]=[C:14]([NH:16]C(=O)C)[N:15]=1, predict the reaction product. The product is: [Cl:24][C:22]1[CH:21]=[CH:20][C:12]2[N:13]=[C:14]([NH2:16])[N:15]=[C:10]([O:1][CH:2]3[CH2:6][CH2:5][O:4][CH2:3]3)[C:11]=2[N:23]=1.